Dataset: Peptide-MHC class I binding affinity with 185,985 pairs from IEDB/IMGT. Task: Regression. Given a peptide amino acid sequence and an MHC pseudo amino acid sequence, predict their binding affinity value. This is MHC class I binding data. (1) The peptide sequence is IVTDSQYAL. The MHC is HLA-B45:01 with pseudo-sequence HLA-B45:01. The binding affinity (normalized) is 0.0593. (2) The peptide sequence is APKEFRGAL. The MHC is HLA-A31:01 with pseudo-sequence HLA-A31:01. The binding affinity (normalized) is 0.0847. (3) The peptide sequence is GPRGRHVVL. The MHC is HLA-A02:01 with pseudo-sequence HLA-A02:01. The binding affinity (normalized) is 0.0847.